From a dataset of Forward reaction prediction with 1.9M reactions from USPTO patents (1976-2016). Predict the product of the given reaction. (1) Given the reactants [C:1]([O:4][CH:5]1[CH:10]([O:11][C:12](=[O:14])[CH3:13])[O:9][CH:8]([O:15][CH:16]2[CH:21]([O:22][C:23](=[O:25])[CH3:24])[CH:20]([O:26][C:27](=[O:29])[CH3:28])[CH:19]([CH2:30][O:31][C:32](=[O:34])[CH3:33])[O:18][CH:17]2[OH:35])[CH:7]([O:36][C:37](=[O:39])[CH3:38])[CH:6]1[O:40][C:41](=[O:43])[NH2:42])(=[O:3])[CH3:2].[Li]CCCC.[P:49](Cl)([O:58][C:59]1[CH:64]=[CH:63][CH:62]=[CH:61][CH:60]=1)([O:51][C:52]1[CH:57]=[CH:56][CH:55]=[CH:54][CH:53]=1)=[O:50].C([O-])(O)=O.[Na+], predict the reaction product. The product is: [C:27]([O:26][CH:20]1[CH:21]([O:22][C:23](=[O:25])[CH3:24])[CH:16]([O:15][CH:8]2[CH:7]([O:36][C:37](=[O:39])[CH3:38])[CH:6]([O:40][C:41](=[O:43])[NH2:42])[CH:5]([O:4][C:1](=[O:3])[CH3:2])[CH:10]([O:11][C:12](=[O:14])[CH3:13])[O:9]2)[CH:17]([O:35][P:49]([O:51][C:52]2[CH:53]=[CH:54][CH:55]=[CH:56][CH:57]=2)([O:58][C:59]2[CH:60]=[CH:61][CH:62]=[CH:63][CH:64]=2)=[O:50])[O:18][CH:19]1[CH2:30][O:31][C:32](=[O:34])[CH3:33])(=[O:29])[CH3:28]. (2) Given the reactants [CH3:1][C:2]1[N:3]=[C:4]([C:7]2[CH:8]=[N:9][NH:10][C:11]=2[NH2:12])[S:5][CH:6]=1.[Cl:13][C:14]1[CH:19]=[CH:18][C:17]([C:20](=O)[CH2:21][C:22](OCC)=[O:23])=[CH:16][CH:15]=1.CC1C=CC(S(O)(=O)=O)=CC=1, predict the reaction product. The product is: [Cl:13][C:14]1[CH:15]=[CH:16][C:17]([C:20]2[NH:12][C:11]3[N:10]([N:9]=[CH:8][C:7]=3[C:4]3[S:5][CH:6]=[C:2]([CH3:1])[N:3]=3)[C:22](=[O:23])[CH:21]=2)=[CH:18][CH:19]=1. (3) Given the reactants Br[C:2]1[CH:3]=[C:4]2[C:9](=[CH:10][CH:11]=1)[O:8][C:7]([CH3:13])([CH3:12])[CH2:6][C:5]2([CH3:15])[CH3:14].C([Sn](CCCC)(CCCC)[C:21]([O:23]CC)=[CH2:22])CCC.Cl, predict the reaction product. The product is: [C:21]([C:2]1[CH:3]=[C:4]2[C:9](=[CH:10][CH:11]=1)[O:8][C:7]([CH3:13])([CH3:12])[CH2:6][C:5]2([CH3:15])[CH3:14])(=[O:23])[CH3:22]. (4) Given the reactants [O:1]=[C:2]1[C:6]2([CH2:11][CH2:10][N:9]([S:12](Cl)(=[O:14])=[O:13])[CH2:8][CH2:7]2)[CH2:5][CH2:4][N:3]1[C:16]1[CH:21]=[CH:20][C:19]([O:22][C:23]([F:26])([F:25])[F:24])=[CH:18][CH:17]=1.[C:27]1([CH:33]([CH3:36])[CH2:34][NH2:35])[CH:32]=[CH:31][CH:30]=[CH:29][CH:28]=1, predict the reaction product. The product is: [C:27]1([CH:33]([CH3:36])[CH2:34][NH:35][S:12]([N:9]2[CH2:10][CH2:11][C:6]3([C:2](=[O:1])[N:3]([C:16]4[CH:21]=[CH:20][C:19]([O:22][C:23]([F:26])([F:25])[F:24])=[CH:18][CH:17]=4)[CH2:4][CH2:5]3)[CH2:7][CH2:8]2)(=[O:14])=[O:13])[CH:32]=[CH:31][CH:30]=[CH:29][CH:28]=1.